Dataset: Forward reaction prediction with 1.9M reactions from USPTO patents (1976-2016). Task: Predict the product of the given reaction. (1) Given the reactants [Cl:1][C:2]1[CH:30]=[CH:29][CH:28]=[CH:27][C:3]=1[CH:4]=[C:5]([C:10]([CH2:12][O:13][CH2:14][CH2:15][N:16]1[C:20](=[O:21])[C:19]2=[CH:22][CH:23]=[CH:24][CH:25]=[C:18]2[C:17]1=[O:26])=O)[C:6]([O:8][CH3:9])=[O:7].[CH3:31][O:32][C:33](=[O:38])/[CH:34]=[C:35](\[NH2:37])/[CH3:36], predict the reaction product. The product is: [Cl:1][C:2]1[CH:30]=[CH:29][CH:28]=[CH:27][C:3]=1[CH:4]1[C:34]([C:33]([O:32][CH3:31])=[O:38])=[C:35]([CH3:36])[NH:37][C:10]([CH2:12][O:13][CH2:14][CH2:15][N:16]2[C:20](=[O:21])[C:19]3[C:18](=[CH:25][CH:24]=[CH:23][CH:22]=3)[C:17]2=[O:26])=[C:5]1[C:6]([O:8][CH3:9])=[O:7]. (2) Given the reactants C([O:3][C:4](=[O:19])[CH:5]([O:16][CH2:17][CH3:18])[CH2:6][C:7]1[CH:8]=[C:9]2[C:13](=[CH:14][CH:15]=1)[NH:12][CH:11]=[CH:10]2)C.Cl[CH2:21][C:22]1[N:23]=[C:24]([C:27]2[CH:32]=[CH:31][CH:30]=[CH:29][CH:28]=2)[O:25][CH:26]=1, predict the reaction product. The product is: [CH2:17]([O:16][CH:5]([CH2:6][C:7]1[CH:8]=[C:9]2[C:13](=[CH:14][CH:15]=1)[N:12]([CH2:21][C:22]1[N:23]=[C:24]([C:27]3[CH:28]=[CH:29][CH:30]=[CH:31][CH:32]=3)[O:25][CH:26]=1)[CH:11]=[CH:10]2)[C:4]([OH:3])=[O:19])[CH3:18]. (3) Given the reactants [F:1][C:2]([F:16])([F:15])[C:3]1([CH2:6][N:7]2[CH2:12][CH2:11][CH:10]([CH2:13][OH:14])[CH2:9][CH2:8]2)[CH2:5][CH2:4]1.[H-].[Na+].Br[C:20]1[CH:25]=[CH:24][C:23]([Br:26])=[CH:22][N:21]=1, predict the reaction product. The product is: [Br:26][C:23]1[CH:24]=[CH:25][C:20]([O:14][CH2:13][CH:10]2[CH2:9][CH2:8][N:7]([CH2:6][C:3]3([C:2]([F:15])([F:1])[F:16])[CH2:4][CH2:5]3)[CH2:12][CH2:11]2)=[N:21][CH:22]=1. (4) Given the reactants C([O-])=O.[NH4+].I[C:6]1[CH:11]=[CH:10][C:9]([N:12]2[CH:16]=[C:15]([NH:17][C:18]([NH2:20])=[O:19])[C:14]([C:21]([NH2:23])=[O:22])=[N:13]2)=[C:8]([CH3:24])[CH:7]=1, predict the reaction product. The product is: [C:8]1([CH3:24])[CH:7]=[CH:6][CH:11]=[CH:10][C:9]=1[N:12]1[CH:16]=[C:15]([NH:17][C:18]([NH2:20])=[O:19])[C:14]([C:21]([NH2:23])=[O:22])=[N:13]1. (5) Given the reactants C[N:2]([CH3:14])[CH:3]=[CH:4][C:5]([C:7]1[CH:12]=[CH:11][CH:10]=[C:9]([F:13])[CH:8]=1)=O.NC1[C:20]([C:21]([C:23]2[S:24][CH:25]=[CH:26][CH:27]=2)=[O:22])=[CH:19][NH:18][N:17]=1, predict the reaction product. The product is: [F:13][C:9]1[CH:8]=[C:7]([C:5]2[N:17]3[N:18]=[CH:19][C:20]([C:21]([C:23]4[S:24][CH:25]=[CH:26][CH:27]=4)=[O:22])=[C:14]3[N:2]=[CH:3][CH:4]=2)[CH:12]=[CH:11][CH:10]=1. (6) Given the reactants Cl.Cl.[CH2:3]([O:6][C@H:7]1[CH2:12][CH2:11][C@H:10]([N:13]2[CH2:18][CH2:17][CH:16]([NH2:19])[CH2:15][CH2:14]2)[CH2:9][CH2:8]1)[CH2:4][CH3:5].C(N(C(C)C)CC)(C)C.[Br:29][C:30]1[CH:35]=[C:34](F)[C:33]([N+:37]([O-:39])=[O:38])=[CH:32][C:31]=1[C:40]([F:43])([F:42])[F:41], predict the reaction product. The product is: [Br:29][C:30]1[C:31]([C:40]([F:41])([F:42])[F:43])=[CH:32][C:33]([N+:37]([O-:39])=[O:38])=[C:34]([NH:19][CH:16]2[CH2:15][CH2:14][N:13]([C@H:10]3[CH2:9][CH2:8][C@@H:7]([O:6][CH2:3][CH2:4][CH3:5])[CH2:12][CH2:11]3)[CH2:18][CH2:17]2)[CH:35]=1. (7) Given the reactants CN(C(ON1N=NC2C=CC=NC1=2)=[N+](C)C)C.F[P-](F)(F)(F)(F)F.[CH3:25][C:26]1[CH:32]=[CH:31][C:29]([NH2:30])=[CH:28][C:27]=1[N:33]1[C:40]2[N:36]([N:37]=[C:38]([C:41]3[S:45][CH:44]=[N:43][CH:42]=3)[CH:39]=2)[CH:35]=[CH:34]1.[CH3:46][S:47]([C:50]1[CH:51]=[C:52]([CH:56]=[C:57]([S:59]([F:64])([F:63])([F:62])([F:61])[F:60])[CH:58]=1)[C:53](O)=[O:54])(=[O:49])=[O:48], predict the reaction product. The product is: [CH3:46][S:47]([C:50]1[CH:51]=[C:52]([CH:56]=[C:57]([S:59]([F:64])([F:60])([F:61])([F:62])[F:63])[CH:58]=1)[C:53]([NH:30][C:29]1[CH:31]=[CH:32][C:26]([CH3:25])=[C:27]([N:33]2[C:40]3[N:36]([N:37]=[C:38]([C:41]4[S:45][CH:44]=[N:43][CH:42]=4)[CH:39]=3)[CH:35]=[CH:34]2)[CH:28]=1)=[O:54])(=[O:49])=[O:48].